From a dataset of Full USPTO retrosynthesis dataset with 1.9M reactions from patents (1976-2016). Predict the reactants needed to synthesize the given product. (1) The reactants are: Cl[C:2]1[N:7]=[C:6]([C:8]2[CH:13]=[CH:12][CH:11]=[CH:10][CH:9]=2)[N:5]=[C:4]([NH:14][C:15]2[CH:20]=[CH:19][CH:18]=[CH:17][CH:16]=2)[N:3]=1.[C:21](=[O:28])([O:23][C:24]([CH3:27])([CH3:26])[CH3:25])[NH2:22].CC(C1C=C(C(C)C)C(C2C=CC=CC=2P(C2CCCCC2)C2CCCCC2)=C(C(C)C)C=1)C.C([O-])([O-])=O.[Cs+].[Cs+]. Given the product [C:8]1([C:6]2[N:5]=[C:4]([NH:14][C:15]3[CH:20]=[CH:19][CH:18]=[CH:17][CH:16]=3)[N:3]=[C:2]([NH:22][C:21](=[O:28])[O:23][C:24]([CH3:27])([CH3:26])[CH3:25])[N:7]=2)[CH:13]=[CH:12][CH:11]=[CH:10][CH:9]=1, predict the reactants needed to synthesize it. (2) The reactants are: [F:1][C:2]1[CH:46]=[CH:45][C:5]([C:6](/[N:8]=[C:9]2/[N:10]([C@H:33]3[CH2:38][CH2:37][C@@H:36]([C:39](=[O:44])[NH:40][CH:41]([CH3:43])[CH3:42])[CH2:35][CH2:34]3)[C:11]3[CH:16]=[C:15]([O:17][CH:18]4[CH2:23][CH2:22][N:21]([CH2:24][C:25]([O:27]C(C)(C)C)=[O:26])[CH2:20][CH2:19]4)[N:14]=[CH:13][C:12]=3[NH:32]/2)=[O:7])=[CH:4][CH:3]=1.[ClH:47]. Given the product [ClH:47].[F:1][C:2]1[CH:3]=[CH:4][C:5]([C:6](/[N:8]=[C:9]2/[N:10]([C@H:33]3[CH2:38][CH2:37][C@@H:36]([C:39](=[O:44])[NH:40][CH:41]([CH3:43])[CH3:42])[CH2:35][CH2:34]3)[C:11]3[CH:16]=[C:15]([O:17][CH:18]4[CH2:23][CH2:22][N:21]([CH2:24][C:25]([OH:27])=[O:26])[CH2:20][CH2:19]4)[N:14]=[CH:13][C:12]=3[NH:32]/2)=[O:7])=[CH:45][CH:46]=1, predict the reactants needed to synthesize it. (3) Given the product [O:28]=[C:19]1[C:20]2[C:21](=[CH:24][CH:25]=[CH:26][CH:27]=2)[C:22](=[O:23])[N:18]1[CH2:17][CH2:16][N:12]1[CH:13]=[CH:14][C:10]([C:8]2[CH:7]=[CH:6][C:3]([C:4]#[N:5])=[C:2]([CH3:1])[CH:9]=2)=[N:11]1, predict the reactants needed to synthesize it. The reactants are: [CH3:1][C:2]1[CH:9]=[C:8]([C:10]2[CH:14]=[CH:13][NH:12][N:11]=2)[CH:7]=[CH:6][C:3]=1[C:4]#[N:5].Br[CH2:16][CH2:17][N:18]1[C:22](=[O:23])[C:21]2=[CH:24][CH:25]=[CH:26][CH:27]=[C:20]2[C:19]1=[O:28]. (4) Given the product [CH:1]1([C:7]2([CH3:15])[C:8](=[O:14])[N:9]([CH2:17][C:18]([NH:20][C:21]3[CH:26]=[CH:25][CH:24]=[CH:23][CH:22]=3)=[O:19])[C:10](=[O:13])[N:11]2[CH3:12])[CH2:2][CH2:3][CH2:4][CH2:5][CH2:6]1, predict the reactants needed to synthesize it. The reactants are: [CH:1]1([C:7]2([CH3:15])[N:11]([CH3:12])[C:10](=[O:13])[NH:9][C:8]2=[O:14])[CH2:6][CH2:5][CH2:4][CH2:3][CH2:2]1.Cl[CH2:17][C:18]([NH:20][C:21]1[CH:26]=[CH:25][CH:24]=[CH:23][CH:22]=1)=[O:19].